Dataset: Forward reaction prediction with 1.9M reactions from USPTO patents (1976-2016). Task: Predict the product of the given reaction. (1) Given the reactants C[O:2][C:3](=O)[C:4]1[CH:9]=[C:8]([Br:10])[CH:7]=[CH:6][C:5]=1[CH2:11]Br.CC1(C)C(C)(C)OB(C2C=C3C(=CC=2)C(=O)[NH:26]C3)O1, predict the reaction product. The product is: [Br:10][C:8]1[CH:9]=[C:4]2[C:5]([CH2:11][NH:26][C:3]2=[O:2])=[CH:6][CH:7]=1. (2) The product is: [OH:39][CH2:38][CH2:37][N:36]([CH3:35])[C:16]([C@@H:9]1[CH2:10][C:11](=[N:13][O:14][CH3:15])[CH2:12][N:8]1[C:6]([C:29]1[CH:28]=[CH:27][C:26]([C:21]2[CH:22]=[CH:23][CH:24]=[CH:25][C:20]=2[CH3:19])=[CH:31][CH:30]=1)=[O:7])=[O:18]. Given the reactants C(O[C:6]([N:8]1[CH2:12][C:11](=[N:13][O:14][CH3:15])[CH2:10][C@H:9]1[C:16]([OH:18])=O)=[O:7])(C)(C)C.[CH3:19][C:20]1[CH:25]=[CH:24][CH:23]=[CH:22][C:21]=1[C:26]1[CH:31]=[CH:30][C:29](C(O)=O)=[CH:28][CH:27]=1.[CH3:35][NH:36][CH2:37][CH2:38][OH:39], predict the reaction product. (3) Given the reactants [ClH:1].[CH2:2]1[C:10]2[C:5](=[C:6]([O:11][CH:12]3[CH2:15][N:14](C(C4C=CC=CC=4)C4C=CC=CC=4)[CH2:13]3)[CH:7]=[CH:8][CH:9]=2)[CH2:4][CH2:3]1, predict the reaction product. The product is: [ClH:1].[CH2:2]1[C:10]2[C:5](=[C:6]([O:11][CH:12]3[CH2:13][NH:14][CH2:15]3)[CH:7]=[CH:8][CH:9]=2)[CH2:4][CH2:3]1. (4) The product is: [CH3:15][N:16]1[CH:20]=[C:19]([S:21]([N:1]2[CH:5]=[C:4]([CH:6]=[O:7])[CH:3]=[N:2]2)(=[O:23])=[O:22])[N:18]=[C:17]1[CH3:25]. Given the reactants [NH:1]1[CH:5]=[C:4]([CH:6]=[O:7])[CH:3]=[N:2]1.C(N(CC)CC)C.[CH3:15][N:16]1[CH:20]=[C:19]([S:21](Cl)(=[O:23])=[O:22])[N:18]=[C:17]1[CH3:25], predict the reaction product. (5) Given the reactants Cl[C:2]1[C:11]2[C:6](=[CH:7][CH:8]=[C:9]3[S:14](=[O:16])(=[O:15])[CH2:13][CH2:12][C:10]3=2)[N:5]=[CH:4][C:3]=1[C:17]([O:19][CH2:20][CH3:21])=[O:18].[CH:22]([NH2:25])([CH3:24])[CH3:23], predict the reaction product. The product is: [CH:22]([NH:25][C:2]1[C:11]2[C:6](=[CH:7][CH:8]=[C:9]3[S:14](=[O:16])(=[O:15])[CH2:13][CH2:12][C:10]3=2)[N:5]=[CH:4][C:3]=1[C:17]([O:19][CH2:20][CH3:21])=[O:18])([CH3:24])[CH3:23]. (6) Given the reactants [C:1]([C:3]1[CH:4]=[C:5]([CH:9]=[CH:10][C:11]=1[F:12])[C:6]([OH:8])=[O:7])#[N:2].[C:13](=O)([O-])[O-].[K+].[K+].IC, predict the reaction product. The product is: [C:1]([C:3]1[CH:4]=[C:5]([CH:9]=[CH:10][C:11]=1[F:12])[C:6]([O:8][CH3:13])=[O:7])#[N:2]. (7) Given the reactants [OH:1][C:2]([C:32]1[CH:37]=[CH:36][CH:35]=[CH:34][CH:33]=1)([C:26]1[CH:31]=[CH:30][CH:29]=[CH:28][CH:27]=1)[CH:3]1[CH2:8][CH2:7][N:6]([CH2:9][CH2:10][CH2:11][C:12]([C:14]2[CH:19]=[CH:18][C:17]([C:20]([CH3:25])([CH3:24])[C:21]([OH:23])=[O:22])=[CH:16][CH:15]=2)=[O:13])[CH2:5][CH2:4]1.[BH4-].[Na+], predict the reaction product. The product is: [OH:1][C:2]([C:32]1[CH:33]=[CH:34][CH:35]=[CH:36][CH:37]=1)([C:26]1[CH:27]=[CH:28][CH:29]=[CH:30][CH:31]=1)[CH:3]1[CH2:8][CH2:7][N:6]([CH2:9][CH2:10][CH2:11][CH:12]([C:14]2[CH:19]=[CH:18][C:17]([C:20]([CH3:25])([CH3:24])[C:21]([OH:23])=[O:22])=[CH:16][CH:15]=2)[OH:13])[CH2:5][CH2:4]1. (8) Given the reactants C([O:3][C:4](=[O:35])[CH2:5][C:6]1[CH:11]=[CH:10][C:9]([O:12][CH3:13])=[C:8]([O:14][C:15]2[CH:20]=[CH:19][C:18]([NH:21][C:22]([O:24][CH2:25][CH2:26]Cl)=[O:23])=[CH:17][C:16]=2[CH2:28][S:29][CH2:30][C:31]([F:34])([F:33])[F:32])[CH:7]=1)C.[O-]CC.[Na+], predict the reaction product. The product is: [CH3:13][O:12][C:9]1[CH:10]=[CH:11][C:6]([CH2:5][C:4]([OH:3])=[O:35])=[CH:7][C:8]=1[O:14][C:15]1[CH:20]=[CH:19][C:18]([N:21]2[CH2:26][CH2:25][O:24][C:22]2=[O:23])=[CH:17][C:16]=1[CH2:28][S:29][CH2:30][C:31]([F:34])([F:32])[F:33].